From a dataset of Reaction yield outcomes from USPTO patents with 853,638 reactions. Predict the reaction yield, written as a fraction of the theoretical maximum amount of product (1.0 means a 100% yield; for example, 0.34 means a 34% yield). (1) The reactants are [CH3:1][O:2][CH2:3][C@@H:4]([NH:6][C:7]([C:9]1[C:17]2[C:12](=[N:13][CH:14]=[C:15]([C:18]3[C:26]4[C:21](=[CH:22][C:23]([F:27])=[CH:24][CH:25]=4)[NH:20][N:19]=3)[N:16]=2)[N:11]([CH2:28][O:29][CH2:30][CH2:31][Si:32]([CH3:35])([CH3:34])[CH3:33])[CH:10]=1)=[O:8])[CH3:5].[H-].[Na+].Cl.Cl[CH2:40][C:41]1[CH:42]=[CH:43][C:44]([N:47]2[CH2:52][CH2:51][O:50][CH2:49][CH2:48]2)=[N:45][CH:46]=1. The catalyst is CN(C=O)C. The product is [CH3:1][O:2][CH2:3][C@@H:4]([NH:6][C:7]([C:9]1[C:17]2[C:12](=[N:13][CH:14]=[C:15]([C:18]3[C:26]4[C:21](=[CH:22][C:23]([F:27])=[CH:24][CH:25]=4)[N:20]([CH2:40][C:41]4[CH:46]=[N:45][C:44]([N:47]5[CH2:52][CH2:51][O:50][CH2:49][CH2:48]5)=[CH:43][CH:42]=4)[N:19]=3)[N:16]=2)[N:11]([CH2:28][O:29][CH2:30][CH2:31][Si:32]([CH3:33])([CH3:35])[CH3:34])[CH:10]=1)=[O:8])[CH3:5]. The yield is 0.530. (2) The reactants are [F:1][C:2]1[CH:7]=[C:6]([S:8][CH3:9])[CH:5]=[CH:4][C:3]=1[C:10]1[CH:15]=[CH:14][C:13]([O:16][CH2:17][CH:18]2[CH2:23][CH2:22][N:21]([C:24]3[O:28][N:27]=[C:26]([CH:29]([CH3:31])[CH3:30])[N:25]=3)[CH2:20][CH2:19]2)=[CH:12][N:11]=1.[OH:32]O. The catalyst is FC(F)(F)C(O)C(F)(F)F. The product is [F:1][C:2]1[CH:7]=[C:6]([S:8]([CH3:9])=[O:32])[CH:5]=[CH:4][C:3]=1[C:10]1[CH:15]=[CH:14][C:13]([O:16][CH2:17][CH:18]2[CH2:23][CH2:22][N:21]([C:24]3[O:28][N:27]=[C:26]([CH:29]([CH3:31])[CH3:30])[N:25]=3)[CH2:20][CH2:19]2)=[CH:12][N:11]=1. The yield is 0.760. (3) The reactants are C[O:2][C:3](=[O:41])[CH2:4][CH2:5][CH2:6][CH2:7][C:8]#[C:9][C:10]1[CH:15]=[CH:14][C:13]([C:16]([CH2:38][CH3:39])([C:19]2[CH:24]=[CH:23][C:22](/[CH:25]=[CH:26]/[C:27]([OH:36])([C:32]([F:35])([F:34])[F:33])[C:28]([F:31])([F:30])[F:29])=[C:21]([CH3:37])[CH:20]=2)[CH2:17][CH3:18])=[CH:12][C:11]=1[CH3:40].[OH-].[Na+].C(OCC)(=O)C. The catalyst is CO. The product is [CH2:17]([C:16]([C:13]1[CH:14]=[CH:15][C:10]([C:9]#[C:8][CH2:7][CH2:6][CH2:5][CH2:4][C:3]([OH:41])=[O:2])=[C:11]([CH3:40])[CH:12]=1)([C:19]1[CH:24]=[CH:23][C:22](/[CH:25]=[CH:26]/[C:27]([OH:36])([C:32]([F:33])([F:34])[F:35])[C:28]([F:31])([F:29])[F:30])=[C:21]([CH3:37])[CH:20]=1)[CH2:38][CH3:39])[CH3:18]. The yield is 0.740. (4) The product is [CH2:16]([O:8][C:5]1[CH:6]=[CH:7][C:2]([NH2:1])=[CH:3][C:4]=1[Cl:9])[C:17]1[CH:22]=[CH:21][CH:20]=[CH:19][CH:18]=1. The catalyst is CC(C)=O.[Br-].C([N+](CCCC)(CCCC)CCCC)CCC. The yield is 0.800. The reactants are [NH2:1][C:2]1[CH:7]=[CH:6][C:5]([OH:8])=[C:4]([Cl:9])[CH:3]=1.C(=O)([O-])[O-].[K+].[K+].[CH2:16](Cl)[C:17]1[CH:22]=[CH:21][CH:20]=[CH:19][CH:18]=1.[OH-].[K+].